From a dataset of Plasma protein binding rate (PPBR) regression data from AstraZeneca. Regression/Classification. Given a drug SMILES string, predict its absorption, distribution, metabolism, or excretion properties. Task type varies by dataset: regression for continuous measurements (e.g., permeability, clearance, half-life) or binary classification for categorical outcomes (e.g., BBB penetration, CYP inhibition). For this dataset (ppbr_az), we predict Y. (1) The molecule is C[C@@H]1CN(Cc2cc(Cl)ccc2OCC(=O)O)CCN1S(=O)(=O)c1ccccc1. The Y is 99.5 %. (2) The molecule is CN(CCCOCCOCCc1ccccc1)CCc1ccc(O)c2nc(O)sc12. The Y is 90.1 %. (3) The compound is Cc1cc(Nc2nc(O[C@@H](C)c3ccc(F)cn3)c(C#N)nc2C)n[nH]1. The Y is 94.1 %. (4) The compound is O=C(NC[C@@H](O)CN1CCC(Oc2ccc(Cl)c(Cl)c2)CC1)c1c[nH]c(=O)cc1C(F)(F)F. The Y is 88.8 %. (5) The drug is Cc1cn([C@H]2CCCN([C@@H](C)c3ccc(C(=O)O)c(Oc4cccc(Cl)c4)c3)C2)c(=O)[nH]c1=O. The Y is 97.7 %. (6) The drug is COc1ccccc1C(=O)/C=C/c1ccccc1C(F)(F)F. The Y is 99.9 %. (7) The compound is Cc1ncc2n1-c1ccc(Cl)cc1C(c1ccccc1F)=NC2. The Y is 98.2 %. (8) The molecule is CCCN(c1cccc(S(C)(=O)=O)c1)P(=O)(c1ccccc1)c1ccccc1. The Y is 96.8 %. (9) The Y is 99.8 %. The molecule is O=C(O)CCc1ccc(OCc2cc(Cl)ccc2-c2ccccc2)cc1. (10) The molecule is CCc1nc2cc(O)ccc2c(Oc2ccc(/C=C/C(=O)O)cc2)c1-c1ccccc1. The Y is 99.4 %.